This data is from Peptide-MHC class I binding affinity with 185,985 pairs from IEDB/IMGT. The task is: Regression. Given a peptide amino acid sequence and an MHC pseudo amino acid sequence, predict their binding affinity value. This is MHC class I binding data. (1) The peptide sequence is VFSDGRVAC. The MHC is HLA-B08:01 with pseudo-sequence HLA-B08:01. The binding affinity (normalized) is 0. (2) The peptide sequence is IEELREHLL. The MHC is HLA-A68:01 with pseudo-sequence HLA-A68:01. The binding affinity (normalized) is 0. (3) The peptide sequence is RPLLARMPE. The MHC is HLA-A30:01 with pseudo-sequence HLA-A30:01. The binding affinity (normalized) is 0.0847. (4) The binding affinity (normalized) is 0. The MHC is Mamu-A07 with pseudo-sequence Mamu-A07. The peptide sequence is RRWIQLGL. (5) The peptide sequence is AVIIRGHLR. The MHC is HLA-A31:01 with pseudo-sequence HLA-A31:01. The binding affinity (normalized) is 0.546.